This data is from Full USPTO retrosynthesis dataset with 1.9M reactions from patents (1976-2016). The task is: Predict the reactants needed to synthesize the given product. Given the product [ClH:12].[Cl:12][C:11]1[CH:7]=[C:3]([C:4]([NH2:6])=[O:5])[C:1](=[NH:2])[N:24]([CH2:23][C:21]2[CH:22]=[C:17]([F:16])[CH:18]=[CH:19][C:20]=2[S:25]([CH3:28])(=[O:27])=[O:26])[CH:10]=1, predict the reactants needed to synthesize it. The reactants are: [C:1]([CH:3]([CH:7]1[C:11]([Cl:12])=[C:10](Cl)C(=O)O1)[C:4]([NH2:6])=[O:5])#[N:2].Cl.[F:16][C:17]1[CH:18]=[CH:19][C:20]([S:25]([CH3:28])(=[O:27])=[O:26])=[C:21]([CH2:23][NH2:24])[CH:22]=1.C(=O)([O-])[O-].[K+].[K+].[OH-].[Na+].